This data is from Full USPTO retrosynthesis dataset with 1.9M reactions from patents (1976-2016). The task is: Predict the reactants needed to synthesize the given product. (1) Given the product [C:1]([NH:4][C:5]1[CH:14]=[CH:13][C:12]([N:15]2[CH2:20][CH2:19][C@H:18]([NH:21][C:32]([C:27]3[NH:28][C:29]([CH2:30][CH3:31])=[C:25]([Cl:24])[N:26]=3)=[O:33])[C@H:17]([O:22][CH3:23])[CH2:16]2)=[CH:11][C:6]=1[C:7]([O:9][CH3:10])=[O:8])(=[O:3])[CH3:2], predict the reactants needed to synthesize it. The reactants are: [C:1]([NH:4][C:5]1[CH:14]=[CH:13][C:12]([N:15]2[CH2:20][CH2:19][C@H:18]([NH2:21])[C@H:17]([O:22][CH3:23])[CH2:16]2)=[CH:11][C:6]=1[C:7]([O:9][CH3:10])=[O:8])(=[O:3])[CH3:2].[Cl:24][C:25]1[N:26]=[C:27]([C:32](O)=[O:33])[NH:28][C:29]=1[CH2:30][CH3:31].CCN=C=NCCCN(C)C.Cl.C1C=CC2N(O)N=NC=2C=1. (2) Given the product [CH3:1][O:2][C:3]1[CH:4]=[C:5]([CH:9]=[CH:10][C:11]=1[NH:12][C:13]1[N:14]=[CH:15][C:16]2[N:25]([CH3:26])[C:24](=[O:27])[CH2:23][C@@H:22]3[N:18]([CH2:19][CH2:20][CH2:21]3)[C:17]=2[N:28]=1)[C:6]([NH:38][CH:39]1[CH2:44][CH2:43][N:42]([CH3:45])[CH2:41][CH2:40]1)=[O:8], predict the reactants needed to synthesize it. The reactants are: [CH3:1][O:2][C:3]1[CH:4]=[C:5]([CH:9]=[CH:10][C:11]=1[NH:12][C:13]1[N:14]=[CH:15][C:16]2[N:25]([CH3:26])[C:24](=[O:27])[CH2:23][C@@H:22]3[N:18]([CH2:19][CH2:20][CH2:21]3)[C:17]=2[N:28]=1)[C:6]([OH:8])=O.C(N(C(C)C)C(C)C)C.[NH2:38][CH:39]1[CH2:44][CH2:43][N:42]([CH3:45])[CH2:41][CH2:40]1. (3) Given the product [Br:1][C:2]1[CH:7]=[CH:6][C:5]([CH:8]([OH:9])[CH2:10][NH:12][CH2:13][CH2:14][OH:15])=[CH:4][C:3]=1[Cl:11], predict the reactants needed to synthesize it. The reactants are: [Br:1][C:2]1[CH:7]=[CH:6][C:5]([CH:8]2[CH2:10][O:9]2)=[CH:4][C:3]=1[Cl:11].[NH2:12][CH2:13][CH2:14][OH:15].CCOC(C)=O.C1COCC1. (4) Given the product [C:4]([C:6]1[CH:7]=[C:8](/[C:12](/[CH3:19])=[CH:13]/[C:14]([OH:16])=[O:15])[CH:9]=[CH:10][CH:11]=1)#[N:5], predict the reactants needed to synthesize it. The reactants are: O.[OH-].[Li+].[C:4]([C:6]1[CH:7]=[C:8](/[C:12](/[CH3:19])=[CH:13]/[C:14]([O:16]CC)=[O:15])[CH:9]=[CH:10][CH:11]=1)#[N:5].CO.